Task: Regression. Given a peptide amino acid sequence and an MHC pseudo amino acid sequence, predict their binding affinity value. This is MHC class II binding data.. Dataset: Peptide-MHC class II binding affinity with 134,281 pairs from IEDB (1) The peptide sequence is GMFNMLSTVL. The MHC is DRB1_0101 with pseudo-sequence DRB1_0101. The binding affinity (normalized) is 0.689. (2) The peptide sequence is QVYPRSWSAVMLTFD. The MHC is DRB3_0202 with pseudo-sequence DRB3_0202. The binding affinity (normalized) is 0.489. (3) The peptide sequence is GEEYLILSARDVLAV. The MHC is DRB1_0405 with pseudo-sequence DRB1_0405. The binding affinity (normalized) is 0.185.